Dataset: Forward reaction prediction with 1.9M reactions from USPTO patents (1976-2016). Task: Predict the product of the given reaction. (1) Given the reactants [OH-].[Na+].[NH2:3][C:4]1[C:9]([OH:10])=[CH:8][CH:7]=[CH:6][N:5]=1.[CH:11]1([CH2:17]Br)[CH2:16][CH2:15][CH2:14][CH2:13][CH2:12]1.O, predict the reaction product. The product is: [CH:11]1([CH2:17][O:10][C:9]2[C:4]([NH2:3])=[N:5][CH:6]=[CH:7][CH:8]=2)[CH2:16][CH2:15][CH2:14][CH2:13][CH2:12]1. (2) The product is: [CH2:29]([C:30]1[C:4]([O:19][CH3:16])=[N:5][C:33]([CH3:34])=[C:32]([C:23]2[S:24][CH:25]=[CH:26][CH:27]=2)[CH:31]=1)[CH3:28]. Given the reactants CC1(C)C(C)(C)C=[N:5][C:4](B2OCCO2)=C1.[C:16](=[O:19])([O-])[O-].[K+].[K+].Br[C:23]1[S:24][CH:25]=[CH:26][CH:27]=1.[CH3:28][CH2:29][CH2:30][CH2:31][CH2:32][CH2:33][CH3:34], predict the reaction product.